Dataset: Forward reaction prediction with 1.9M reactions from USPTO patents (1976-2016). Task: Predict the product of the given reaction. (1) Given the reactants [O:1]=[C:2]1[NH:10][C:5]2=[N:6][CH:7]=[CH:8][CH:9]=[C:4]2[C:3]21[CH2:18][C:17]1[C:12](=[CH:13][CH:14]=[C:15]([NH:19][C:20]3[CH:25]=[CH:24][N:23]=[C:22]([C:26](O)=[O:27])[CH:21]=3)[CH:16]=1)[CH2:11]2.[CH2:29]([CH:31]1[CH2:39][C:38]2[C:33](=[CH:34][C:35]([F:40])=[CH:36][CH:37]=2)[NH:32]1)[CH3:30].CCN(C(C)C)C(C)C.CN(C(ON1N=NC2C=CC=CC1=2)=[N+](C)C)C.[B-](F)(F)(F)F, predict the reaction product. The product is: [CH2:29]([CH:31]1[CH2:39][C:38]2[C:33](=[CH:34][C:35]([F:40])=[CH:36][CH:37]=2)[N:32]1[C:26]([C:22]1[CH:21]=[C:20]([NH:19][C:15]2[CH:16]=[C:17]3[C:12](=[CH:13][CH:14]=2)[CH2:11][C:3]2([C:4]4[C:5](=[N:6][CH:7]=[CH:8][CH:9]=4)[NH:10][C:2]2=[O:1])[CH2:18]3)[CH:25]=[CH:24][N:23]=1)=[O:27])[CH3:30]. (2) Given the reactants [NH2:1][C:2]1[C:3]([Cl:8])=[N:4][CH:5]=[CH:6][CH:7]=1.O=[C:10]1[CH2:15][CH2:14][N:13]([C:16]([O:18][CH2:19][CH3:20])=[O:17])[CH2:12][CH2:11]1.FC(F)(F)C(O)=O.C(O[BH-](OC(=O)C)OC(=O)C)(=O)C.[Na+].[F-].[K+], predict the reaction product. The product is: [Cl:8][C:3]1[C:2]([NH:1][CH:10]2[CH2:15][CH2:14][N:13]([C:16]([O:18][CH2:19][CH3:20])=[O:17])[CH2:12][CH2:11]2)=[CH:7][CH:6]=[CH:5][N:4]=1. (3) Given the reactants CCN(C(C)C)C(C)C.[N:10]1[CH:15]=[CH:14][CH:13]=[C:12]([N:16]2[CH:20]=[C:19]([C:21]([NH:23][CH2:24][C:25]([OH:27])=O)=[O:22])[N:18]=[N:17]2)[CH:11]=1.NC1C=NC=CC=1.C1C=CC2N(O)N=NC=2C=1.CCN=C=NCCCN(C)C.Cl.[F:57][C:58]1[CH:70]=[CH:69][C:68]([F:71])=[CH:67][C:59]=1[O:60][CH:61]1[CH2:66][CH2:65][NH:64][CH2:63][CH2:62]1.Cl.ClC1C=CC=CC=1OC1CCNCC1, predict the reaction product. The product is: [F:57][C:58]1[CH:70]=[CH:69][C:68]([F:71])=[CH:67][C:59]=1[O:60][CH:61]1[CH2:62][CH2:63][N:64]([C:25](=[O:27])[CH2:24][NH:23][C:21]([C:19]2[N:18]=[N:17][N:16]([C:12]3[CH:11]=[N:10][CH:15]=[CH:14][CH:13]=3)[CH:20]=2)=[O:22])[CH2:65][CH2:66]1. (4) Given the reactants [OH:1][NH:2][C:3]([C:5]1[CH:14]=[CH:13][C:8]([C:9]([NH:11][CH3:12])=[O:10])=[CH:7][CH:6]=1)=[NH:4].[C:15](O[C:15]([C:17]([F:20])([F:19])[F:18])=O)([C:17]([F:20])([F:19])[F:18])=O, predict the reaction product. The product is: [CH3:12][NH:11][C:9](=[O:10])[C:8]1[CH:13]=[CH:14][C:5]([C:3]2[N:4]=[C:15]([C:17]([F:20])([F:19])[F:18])[O:1][N:2]=2)=[CH:6][CH:7]=1.